From a dataset of NCI-60 drug combinations with 297,098 pairs across 59 cell lines. Regression. Given two drug SMILES strings and cell line genomic features, predict the synergy score measuring deviation from expected non-interaction effect. (1) Drug 1: CCC1=CC2CC(C3=C(CN(C2)C1)C4=CC=CC=C4N3)(C5=C(C=C6C(=C5)C78CCN9C7C(C=CC9)(C(C(C8N6C)(C(=O)OC)O)OC(=O)C)CC)OC)C(=O)OC.C(C(C(=O)O)O)(C(=O)O)O. Drug 2: C1=CN(C=N1)CC(O)(P(=O)(O)O)P(=O)(O)O. Cell line: HT29. Synergy scores: CSS=53.1, Synergy_ZIP=0.218, Synergy_Bliss=-0.365, Synergy_Loewe=-31.3, Synergy_HSA=-1.16. (2) Drug 1: CS(=O)(=O)C1=CC(=C(C=C1)C(=O)NC2=CC(=C(C=C2)Cl)C3=CC=CC=N3)Cl. Drug 2: CC1C(C(CC(O1)OC2CC(CC3=C2C(=C4C(=C3O)C(=O)C5=CC=CC=C5C4=O)O)(C(=O)C)O)N)O. Cell line: SF-539. Synergy scores: CSS=41.7, Synergy_ZIP=-3.76, Synergy_Bliss=-4.97, Synergy_Loewe=-8.89, Synergy_HSA=-1.36. (3) Drug 1: CC1=C2C(C(=O)C3(C(CC4C(C3C(C(C2(C)C)(CC1OC(=O)C(C(C5=CC=CC=C5)NC(=O)OC(C)(C)C)O)O)OC(=O)C6=CC=CC=C6)(CO4)OC(=O)C)OC)C)OC. Drug 2: CCC1(C2=C(COC1=O)C(=O)N3CC4=CC5=C(C=CC(=C5CN(C)C)O)N=C4C3=C2)O.Cl. Cell line: T-47D. Synergy scores: CSS=32.5, Synergy_ZIP=-7.17, Synergy_Bliss=-5.10, Synergy_Loewe=-4.27, Synergy_HSA=-1.10. (4) Drug 1: C1CN1P(=S)(N2CC2)N3CC3. Drug 2: CC1=C(C(=O)C2=C(C1=O)N3CC4C(C3(C2COC(=O)N)OC)N4)N. Cell line: SF-295. Synergy scores: CSS=37.4, Synergy_ZIP=-1.12, Synergy_Bliss=2.93, Synergy_Loewe=-24.7, Synergy_HSA=0.0409. (5) Drug 1: CCCS(=O)(=O)NC1=C(C(=C(C=C1)F)C(=O)C2=CNC3=C2C=C(C=N3)C4=CC=C(C=C4)Cl)F. Drug 2: CC1OCC2C(O1)C(C(C(O2)OC3C4COC(=O)C4C(C5=CC6=C(C=C35)OCO6)C7=CC(=C(C(=C7)OC)O)OC)O)O. Cell line: OVCAR-8. Synergy scores: CSS=33.8, Synergy_ZIP=4.61, Synergy_Bliss=6.55, Synergy_Loewe=-11.6, Synergy_HSA=4.77. (6) Drug 1: CNC(=O)C1=CC=CC=C1SC2=CC3=C(C=C2)C(=NN3)C=CC4=CC=CC=N4. Drug 2: C(=O)(N)NO. Cell line: COLO 205. Synergy scores: CSS=16.0, Synergy_ZIP=-2.21, Synergy_Bliss=1.40, Synergy_Loewe=-3.80, Synergy_HSA=-2.34. (7) Drug 1: CN1C2=C(C=C(C=C2)N(CCCl)CCCl)N=C1CCCC(=O)O.Cl. Drug 2: C1C(C(OC1N2C=NC(=NC2=O)N)CO)O. Cell line: MCF7. Synergy scores: CSS=5.32, Synergy_ZIP=-3.23, Synergy_Bliss=-3.28, Synergy_Loewe=-4.29, Synergy_HSA=-1.63. (8) Drug 1: C1CN(CCN1C(=O)CCBr)C(=O)CCBr. Drug 2: C1C(C(OC1N2C=NC(=NC2=O)N)CO)O. Cell line: OVCAR-4. Synergy scores: CSS=18.4, Synergy_ZIP=-5.88, Synergy_Bliss=-4.69, Synergy_Loewe=2.02, Synergy_HSA=2.57. (9) Drug 1: CNC(=O)C1=CC=CC=C1SC2=CC3=C(C=C2)C(=NN3)C=CC4=CC=CC=N4. Drug 2: CC1=C(C(CCC1)(C)C)C=CC(=CC=CC(=CC(=O)O)C)C. Cell line: OVCAR-8. Synergy scores: CSS=5.64, Synergy_ZIP=-0.170, Synergy_Bliss=2.63, Synergy_Loewe=2.10, Synergy_HSA=1.38. (10) Drug 1: CCC1(CC2CC(C3=C(CCN(C2)C1)C4=CC=CC=C4N3)(C5=C(C=C6C(=C5)C78CCN9C7C(C=CC9)(C(C(C8N6C)(C(=O)OC)O)OC(=O)C)CC)OC)C(=O)OC)O.OS(=O)(=O)O. Cell line: UACC62. Drug 2: CC1=C2C(C(=O)C3(C(CC4C(C3C(C(C2(C)C)(CC1OC(=O)C(C(C5=CC=CC=C5)NC(=O)OC(C)(C)C)O)O)OC(=O)C6=CC=CC=C6)(CO4)OC(=O)C)O)C)O. Synergy scores: CSS=26.1, Synergy_ZIP=10.1, Synergy_Bliss=17.6, Synergy_Loewe=12.9, Synergy_HSA=12.4.